Dataset: Catalyst prediction with 721,799 reactions and 888 catalyst types from USPTO. Task: Predict which catalyst facilitates the given reaction. (1) Reactant: [Cl:1][C:2]1[CH:3]=[CH:4][C:5]2[NH:6][C:7]3[C:12]([C:13]=2[CH:14]=1)=[CH:11][C:10]([Cl:15])=[CH:9][CH:8]=3.[C:16]([N:23]1[CH2:28][CH2:27][CH:26]2[O:29][CH:25]2[CH2:24]1)([O:18][C:19]([CH3:22])([CH3:21])[CH3:20])=[O:17]. Product: [C:19]([O:18][C:16]([N:23]1[CH2:28][CH2:27][C@@H:26]([N:6]2[C:5]3[CH:4]=[CH:3][C:2]([Cl:1])=[CH:14][C:13]=3[C:12]3[C:7]2=[CH:8][CH:9]=[C:10]([Cl:15])[CH:11]=3)[C@H:25]([OH:29])[CH2:24]1)=[O:17])([CH3:22])([CH3:20])[CH3:21]. The catalyst class is: 3. (2) Reactant: [C:1]([O:5][C:6]([N:8]1[CH2:13][C@H:12]([CH2:14]OS(C(F)(F)F)(=O)=O)[N:11]([C:23]2[CH:28]=[CH:27][C:26]([O:29][CH2:30][CH2:31][CH2:32][O:33][CH2:34][C:35]3[CH:40]=[CH:39][CH:38]=[CH:37][C:36]=3[O:41][CH3:42])=[CH:25][CH:24]=2)[C:10](=[O:43])[CH2:9]1)=[O:7])([CH3:4])([CH3:3])[CH3:2].[N-:44]=[N+:45]=[N-:46].[Na+]. Product: [C:1]([O:5][C:6]([N:8]1[CH2:9][C:10](=[O:43])[N:11]([C:23]2[CH:28]=[CH:27][C:26]([O:29][CH2:30][CH2:31][CH2:32][O:33][CH2:34][C:35]3[CH:40]=[CH:39][CH:38]=[CH:37][C:36]=3[O:41][CH3:42])=[CH:25][CH:24]=2)[C@@H:12]([CH2:14][N:44]=[N+:45]=[N-:46])[CH2:13]1)=[O:7])([CH3:3])([CH3:4])[CH3:2]. The catalyst class is: 288. (3) Reactant: [Cl:1][C:2]1[CH:7]=[CH:6][C:5]([C:8]2[C:9]([C:30]3[CH:35]=[CH:34][C:33]([Cl:36])=[CH:32][C:31]=3[Cl:37])=[N:10][C:11]([O:16][CH2:17][CH2:18][N:19]3C(=O)C4C(=CC=CC=4)C3=O)=[C:12]([CH:15]=2)[C:13]#[N:14])=[CH:4][CH:3]=1.C(#N)C.O.NN. Product: [NH2:19][CH2:18][CH2:17][O:16][C:11]1[N:10]=[C:9]([C:30]2[CH:35]=[CH:34][C:33]([Cl:36])=[CH:32][C:31]=2[Cl:37])[C:8]([C:5]2[CH:4]=[CH:3][C:2]([Cl:1])=[CH:7][CH:6]=2)=[CH:15][C:12]=1[C:13]#[N:14]. The catalyst class is: 8. (4) Reactant: [CH2:1]([O:8][C:9]1[CH:14]=[CH:13][C:12]([CH:15]2[C:20]([CH3:22])([CH3:21])[O:19][C:18]([NH:23][C@H:24]([C:35]3[CH:40]=[CH:39][CH:38]=[CH:37][CH:36]=3)[CH2:25][CH2:26][O:27][Si](C(C)(C)C)(C)C)=[N:17][S:16]2(=[O:42])=[O:41])=[CH:11][CH:10]=1)[C:2]1[CH:7]=[CH:6][CH:5]=[CH:4][CH:3]=1.Cl.[OH-].[Na+]. Product: [CH2:1]([O:8][C:9]1[CH:10]=[CH:11][C:12]([CH:15]2[C:20]([CH3:22])([CH3:21])[O:19][C:18]([NH:23][C@H:24]([C:35]3[CH:36]=[CH:37][CH:38]=[CH:39][CH:40]=3)[CH2:25][CH2:26][OH:27])=[N:17][S:16]2(=[O:41])=[O:42])=[CH:13][CH:14]=1)[C:2]1[CH:7]=[CH:6][CH:5]=[CH:4][CH:3]=1. The catalyst class is: 5. (5) Reactant: [OH:1][C:2]1[CH:9]=[CH:8][C:5]([CH:6]=[O:7])=[CH:4][CH:3]=1.C([O-])([O-])=O.[K+].[K+].Br[C:17]([CH3:24])([CH3:23])[C:18]([O:20][CH2:21][CH3:22])=[O:19].O. Product: [CH2:21]([O:20][C:18](=[O:19])[C:17]([CH3:24])([O:1][C:2]1[CH:9]=[CH:8][C:5]([CH:6]=[O:7])=[CH:4][CH:3]=1)[CH3:23])[CH3:22]. The catalyst class is: 21. (6) Reactant: C([O:8][C@@H:9]1[C@@H:14]([O:15]CC2C=CC=CC=2)[C@@H:13]([O:23]CC2C=CC=CC=2)[C@@H:12]([CH2:31][O:32]CC2C=CC=CC=2)[O:11][C@:10]21[C:50]1[CH:49]=[C:48]3[C:44]([CH:45]=[CH:46][N:47]3[CH2:51][C:52]3[CH:57]=[CH:56][C:55]([CH2:58][CH3:59])=[CH:54][CH:53]=3)=[CH:43][C:42]=1[CH2:41][O:40]2)C1C=CC=CC=1. Product: [CH2:58]([C:55]1[CH:54]=[CH:53][C:52]([CH2:51][N:47]2[C:48]3[C:44](=[CH:43][C:42]4[CH2:41][O:40][C@@:10]5([C@H:9]([OH:8])[C@@H:14]([OH:15])[C@H:13]([OH:23])[C@@H:12]([CH2:31][OH:32])[O:11]5)[C:50]=4[CH:49]=3)[CH:45]=[CH:46]2)=[CH:57][CH:56]=1)[CH3:59]. The catalyst class is: 403. (7) Reactant: [CH3:1][O:2][C:3](=[O:11])[CH2:4][C:5](=[O:10])[CH2:6][CH2:7][O:8][CH3:9].[CH:12](OCC)(OCC)OCC. Product: [CH2:1]([O:2][C:3](=[O:11])[CH2:4][C:5](=[O:10])[CH2:6][CH2:7][O:8][CH3:9])[CH3:12]. The catalyst class is: 152.